Dataset: Peptide-MHC class I binding affinity with 185,985 pairs from IEDB/IMGT. Task: Regression. Given a peptide amino acid sequence and an MHC pseudo amino acid sequence, predict their binding affinity value. This is MHC class I binding data. (1) The peptide sequence is KTIECSKEL. The MHC is HLA-A31:01 with pseudo-sequence HLA-A31:01. The binding affinity (normalized) is 0.202. (2) The peptide sequence is KSLTTTMQFK. The MHC is HLA-B35:01 with pseudo-sequence HLA-B35:01. The binding affinity (normalized) is 0.0847. (3) The peptide sequence is GMYYPTNDI. The MHC is HLA-A68:02 with pseudo-sequence HLA-A68:02. The binding affinity (normalized) is 0.